This data is from Full USPTO retrosynthesis dataset with 1.9M reactions from patents (1976-2016). The task is: Predict the reactants needed to synthesize the given product. (1) Given the product [CH3:1][O:2][C:3](=[O:13])[C:4]1[CH:9]=[C:8]([C:10]2[CH:11]=[N:20][NH:19][N:18]=2)[CH:7]=[CH:6][C:5]=1[Cl:12], predict the reactants needed to synthesize it. The reactants are: [CH3:1][O:2][C:3](=[O:13])[C:4]1[CH:9]=[C:8]([C:10]#[CH:11])[CH:7]=[CH:6][C:5]=1[Cl:12].C[Si]([N:18]=[N+:19]=[N-:20])(C)C. (2) Given the product [OH:1][CH:2]1[CH2:6][N:5]([C@@H:8]([C:10]2[CH:11]=[CH:12][CH:13]=[CH:14][CH:15]=2)[CH3:9])[CH2:4][C@:3]1([CH3:23])[C:16]([O:18][C:19]([CH3:22])([CH3:21])[CH3:20])=[O:17], predict the reactants needed to synthesize it. The reactants are: [OH:1][CH:2]1[C:6](=O)[N:5]([C@@H:8]([C:10]2[CH:15]=[CH:14][CH:13]=[CH:12][CH:11]=2)[CH3:9])[CH2:4][C@:3]1([CH3:23])[C:16]([O:18][C:19]([CH3:22])([CH3:21])[CH3:20])=[O:17].B. (3) Given the product [OH:3][CH2:4][C@H:5]([NH:10][C:11]1[C:12]2[S:40][C:39](=[O:41])[NH:38][C:13]=2[N:14]=[C:15]([S:17][S:18][C:19]2[N:20]=[C:21]([NH:30][C@@H:31]([CH2:32][OH:33])[CH2:34][CH:35]([CH3:36])[CH3:37])[C:22]3[S:27][C:26](=[O:28])[NH:25][C:23]=3[N:24]=2)[N:16]=1)[CH2:6][CH:7]([CH3:8])[CH3:9], predict the reactants needed to synthesize it. The reactants are: Cl.O.[OH:3][CH2:4][C@H:5]([NH:10][C:11]1[C:12]2[S:40][C:39]([O:41]C)=[N:38][C:13]=2[N:14]=[C:15]([S:17][S:18][C:19]2[N:20]=[C:21]([NH:30][C@H:31]([CH2:34][CH:35]([CH3:37])[CH3:36])[CH2:32][OH:33])[C:22]3[S:27][C:26]([O:28]C)=[N:25][C:23]=3[N:24]=2)[N:16]=1)[CH2:6][CH:7]([CH3:9])[CH3:8]. (4) Given the product [Cl:1][C:2]1[N:7]=[CH:6][C:5]2[C:8]([N:14]3[CH2:17][CH:16]([C:18]([OH:20])=[O:19])[CH2:15]3)=[N:9][N:10]([CH:11]([CH3:13])[CH3:12])[C:4]=2[CH:3]=1, predict the reactants needed to synthesize it. The reactants are: [Cl:1][C:2]1[N:7]=[CH:6][C:5]2[C:8]([N:14]3[CH2:17][CH:16]([C:18]([O-:20])=[O:19])[CH2:15]3)=[N:9][N:10]([CH:11]([CH3:13])[CH3:12])[C:4]=2[CH:3]=1.[OH-].[Na+]. (5) The reactants are: [NH2:1][C:2]1[CH:3]=[CH:4][C:5]([O:25][CH3:26])=[C:6]([NH:8][S:9]([C:12]2[CH:17]=[CH:16][C:15]([C:18]3[O:19][C:20]([CH3:23])=[CH:21][CH:22]=3)=[C:14]([F:24])[CH:13]=2)(=[O:11])=[O:10])[CH:7]=1.C(N(CC)C(C)C)(C)C.[CH3:36][C:37]([O:40][C:41]([NH:43][C@@H:44]([CH2:48][CH3:49])[C:45](O)=[O:46])=[O:42])([CH3:39])[CH3:38].CN(C(ON1N=NC2C=CC=CC1=2)=[N+](C)C)C.F[P-](F)(F)(F)(F)F. Given the product [F:24][C:14]1[CH:13]=[C:12]([S:9]([NH:8][C:6]2[CH:7]=[C:2]([NH:1][C:45]([C@@H:44]([NH:43][C:41](=[O:42])[O:40][C:37]([CH3:39])([CH3:38])[CH3:36])[CH2:48][CH3:49])=[O:46])[CH:3]=[CH:4][C:5]=2[O:25][CH3:26])(=[O:11])=[O:10])[CH:17]=[CH:16][C:15]=1[C:18]1[O:19][C:20]([CH3:23])=[CH:21][CH:22]=1, predict the reactants needed to synthesize it. (6) Given the product [Cl:1][C:2]1[C:3]([N:26]2[CH:30]=[C:29]([CH2:31][N:40]3[CH2:41][C@@H:37]([O:36][CH3:35])[C@@H:38]([OH:42])[CH2:39]3)[C:28]([CH3:33])=[N:27]2)=[N:4][C:5]([NH:8][C:9]2[C:10]([O:24][CH3:25])=[CH:11][C:12]([N:18]3[CH2:23][CH2:22][O:21][CH2:20][CH2:19]3)=[C:13]([NH:15][C:10](=[O:24])[CH:9]=[CH2:14])[CH:14]=2)=[N:6][CH:7]=1, predict the reactants needed to synthesize it. The reactants are: [Cl:1][C:2]1[C:3]([N:26]2[CH:30]=[C:29]([CH:31]=O)[C:28]([CH3:33])=[N:27]2)=[N:4][C:5]([NH:8][C:9]2[CH:14]=[C:13]([N+:15]([O-])=O)[C:12]([N:18]3[CH2:23][CH2:22][O:21][CH2:20][CH2:19]3)=[CH:11][C:10]=2[O:24][CH3:25])=[N:6][CH:7]=1.Cl.[CH3:35][O:36][C@@H:37]1[CH2:41][NH:40][CH2:39][C@@H:38]1[OH:42]. (7) Given the product [C:1]1([S:7]([N:10]2[C:18]3[C:13](=[CH:14][CH:15]=[C:16]([O:19][CH3:20])[CH:17]=3)[C:12]([CH2:21][C:22]3[N:27]=[C:26]([C:28]([OH:30])=[O:29])[CH:25]=[CH:24][CH:23]=3)=[C:11]2[C:38]2[CH:43]=[CH:42][CH:41]=[CH:40][CH:39]=2)(=[O:9])=[O:8])[CH:2]=[CH:3][CH:4]=[CH:5][CH:6]=1, predict the reactants needed to synthesize it. The reactants are: [C:1]1([S:7]([N:10]2[C:18]3[C:13](=[CH:14][CH:15]=[C:16]([O:19][CH3:20])[CH:17]=3)[C:12]([CH2:21][C:22]3[N:27]=[C:26]([C:28]([O:30]CC4C=CC=CC=4)=[O:29])[CH:25]=[CH:24][CH:23]=3)=[C:11]2[C:38]2[CH:43]=[CH:42][CH:41]=[CH:40][CH:39]=2)(=[O:9])=[O:8])[CH:6]=[CH:5][CH:4]=[CH:3][CH:2]=1. (8) Given the product [CH2:47]([N:46]([S:49]([C:52]1[C:57]([CH3:58])=[CH:56][C:55]([CH3:59])=[CH:54][C:53]=1[CH3:60])(=[O:50])=[O:51])[CH2:45][CH2:44][CH2:43][CH2:42][N:41]([CH2:40][CH:38]1[CH2:39][CH:37]1[CH2:36][N:35]([S:32]([C:25]1[C:24]([CH3:73])=[CH:29][C:28]([CH3:30])=[CH:27][C:26]=1[CH3:31])(=[O:34])=[O:33])[CH2:2][CH2:3][CH2:4][CH2:5][N:6]([CH2:19][CH2:20][CH2:21][CH2:22][CH3:23])[S:7]([C:10]1[C:15]([CH3:16])=[CH:14][C:13]([CH3:17])=[CH:12][C:11]=1[CH3:18])(=[O:9])=[O:8])[S:61]([C:64]1[C:65]([CH3:72])=[CH:66][C:67]([CH3:71])=[CH:68][C:69]=1[CH3:70])(=[O:62])=[O:63])[CH3:48], predict the reactants needed to synthesize it. The reactants are: Br[CH2:2][CH2:3][CH2:4][CH2:5][N:6]([CH2:19][CH2:20][CH2:21][CH2:22][CH3:23])[S:7]([C:10]1[C:15]([CH3:16])=[CH:14][C:13]([CH3:17])=[CH:12][C:11]=1[CH3:18])(=[O:9])=[O:8].[C:24]1([CH3:73])[CH:29]=[C:28]([CH3:30])[CH:27]=[C:26]([CH3:31])[C:25]=1[S:32]([NH:35][CH2:36][CH:37]1[CH2:39][CH:38]1[CH2:40][N:41]([S:61]([C:64]1[C:69]([CH3:70])=[CH:68][C:67]([CH3:71])=[CH:66][C:65]=1[CH3:72])(=[O:63])=[O:62])[CH2:42][CH2:43][CH2:44][CH2:45][N:46]([S:49]([C:52]1[C:57]([CH3:58])=[CH:56][C:55]([CH3:59])=[CH:54][C:53]=1[CH3:60])(=[O:51])=[O:50])[CH2:47][CH3:48])(=[O:34])=[O:33].[H-].[Na+].[Na+].[I-]. (9) Given the product [Br:1][CH2:2][C:3]1[CH:8]=[CH:7][C:6]([S:9]([CH3:12])(=[O:11])=[O:10])=[C:5]([Cl:14])[CH:4]=1, predict the reactants needed to synthesize it. The reactants are: [Br:1][CH2:2][C:3]1[CH:8]=[CH:7][C:6]([S:9]([CH3:12])(=[O:11])=[O:10])=[C:5](F)[CH:4]=1.[Cl:14]C1C=C(C=CC=1F)C=O.